This data is from Forward reaction prediction with 1.9M reactions from USPTO patents (1976-2016). The task is: Predict the product of the given reaction. (1) Given the reactants [NH2:1][C:2]1[N:7]=[CH:6][N:5]=[C:4]2[N:8]([C@@H:25]3[CH2:30][CH2:29][CH2:28][N:27]([C:31](=[O:35])[CH2:32][C:33]#[N:34])[CH2:26]3)[N:9]=[C:10]([C:11]3[CH:16]=[CH:15][C:14]([O:17][C:18]4[CH:23]=[CH:22][CH:21]=[CH:20][CH:19]=4)=[CH:13][C:12]=3[F:24])[C:3]=12.[CH3:36][C:37]([N:41]1[CH2:44][C:43]2([CH2:47][O:46][CH2:45]2)[CH2:42]1)([CH3:40])[CH:38]=O.N1CCCC1.Cl[Si](C)(C)C, predict the reaction product. The product is: [NH2:1][C:2]1[N:7]=[CH:6][N:5]=[C:4]2[N:8]([C@@H:25]3[CH2:30][CH2:29][CH2:28][N:27]([C:31]([C:32](=[CH:38][C:37]([CH3:40])([N:41]4[CH2:42][C:43]5([CH2:47][O:46][CH2:45]5)[CH2:44]4)[CH3:36])[C:33]#[N:34])=[O:35])[CH2:26]3)[N:9]=[C:10]([C:11]3[CH:16]=[CH:15][C:14]([O:17][C:18]4[CH:19]=[CH:20][CH:21]=[CH:22][CH:23]=4)=[CH:13][C:12]=3[F:24])[C:3]=12. (2) Given the reactants [N:1]1[C:8]([Cl:9])=[N:7][C:5](Cl)=[N:4][C:2]=1[Cl:3].[Cl:10][C:11]1[CH:16]=[CH:15][C:14]([CH2:17][CH2:18][CH2:19][NH:20][CH3:21])=[CH:13][CH:12]=1, predict the reaction product. The product is: [Cl:9][C:8]1[N:1]=[C:2]([Cl:3])[N:4]=[C:5]([N:20]([CH2:19][CH2:18][CH2:17][C:14]2[CH:13]=[CH:12][C:11]([Cl:10])=[CH:16][CH:15]=2)[CH3:21])[N:7]=1. (3) Given the reactants [NH2:1][C:2]1[CH:14]=[CH:13][C:5]([C:6]([O:8][C:9]([CH3:12])([CH3:11])[CH3:10])=[O:7])=[CH:4][CH:3]=1.C(N(CC)CC)C.ClC(Cl)C.[C:26]1([S:36](Cl)(=[O:38])=[O:37])[C:27]([S:32](Cl)(=[O:34])=[O:33])=[CH:28][CH:29]=[CH:30][CH:31]=1, predict the reaction product. The product is: [C:9]([O:8][C:6](=[O:7])[C:5]1[CH:13]=[CH:14][C:2]([N:1]2[S:36](=[O:38])(=[O:37])[C:26]3[CH:31]=[CH:30][CH:29]=[CH:28][C:27]=3[S:32]2(=[O:34])=[O:33])=[CH:3][CH:4]=1)([CH3:10])([CH3:11])[CH3:12]. (4) Given the reactants [CH3:1][C:2]1([CH3:18])[O:6][N:5]=[C:4]([S:7][CH2:8][C:9]2[C:10]([C:15](=[O:17])[CH3:16])=[N:11][N:12]([CH3:14])[N:13]=2)[CH2:3]1.[BH4-].[Na+], predict the reaction product. The product is: [CH3:18][C:2]1([CH3:1])[O:6][N:5]=[C:4]([S:7][CH2:8][C:9]2[C:10]([CH:15]([OH:17])[CH3:16])=[N:11][N:12]([CH3:14])[N:13]=2)[CH2:3]1. (5) Given the reactants Cl[C:2]1[NH:6][C:5]2[CH:7]=[CH:8][C:9]([Cl:11])=[CH:10][C:4]=2[N:3]=1.[C:12]1([NH:18][CH2:19][CH2:20][NH2:21])[CH:17]=[CH:16][CH:15]=[CH:14][CH:13]=1.C(N(CC)C(C)C)(C)C, predict the reaction product. The product is: [Cl:11][C:9]1[CH:8]=[CH:7][C:5]2[N:6]=[C:2]([NH:21][CH2:20][CH2:19][NH:18][C:12]3[CH:17]=[CH:16][CH:15]=[CH:14][CH:13]=3)[NH:3][C:4]=2[CH:10]=1.